Dataset: Forward reaction prediction with 1.9M reactions from USPTO patents (1976-2016). Task: Predict the product of the given reaction. Given the reactants [Br:1][C:2]1[CH:3]=[C:4](F)[C:5]([N+:13]([O-:15])=[O:14])=[C:6]([N:8]2[CH:12]=[CH:11][CH:10]=[N:9]2)[CH:7]=1.[NH3:17], predict the reaction product. The product is: [Br:1][C:2]1[CH:7]=[C:6]([N:8]2[CH:12]=[CH:11][CH:10]=[N:9]2)[C:5]([N+:13]([O-:15])=[O:14])=[C:4]([NH2:17])[CH:3]=1.